Task: Predict which catalyst facilitates the given reaction.. Dataset: Catalyst prediction with 721,799 reactions and 888 catalyst types from USPTO (1) Reactant: [CH3:1][C:2]([N:4]([CH3:6])[CH3:5])=O.[CH3:1][C:2]([N:4]([CH3:6])[CH3:5])=O.[Cl:13][C:14]1[CH:15]=[C:16]([C:21]2[NH:22][C:23]3[N:24]([N:28]=[CH:29][C:30]=3[C:31]([NH2:33])=[O:32])[C:25](=[O:27])[CH:26]=2)[CH:17]=[CH:18][C:19]=1[Cl:20]. Product: [Cl:13][C:14]1[CH:15]=[C:16]([C:21]2[NH:22][C:23]3[N:24]([N:28]=[CH:29][C:30]=3[C:31](/[N:33]=[C:2](/[N:4]([CH3:6])[CH3:5])\[CH3:1])=[O:32])[C:25](=[O:27])[CH:26]=2)[CH:17]=[CH:18][C:19]=1[Cl:20]. The catalyst class is: 3. (2) Reactant: Cl[C:2]1[N:3]=[C:4]([N:13]2[CH2:18][CH2:17][N:16]([C:19](=[O:27])[CH2:20][C:21]3[CH:26]=[CH:25][CH:24]=[CH:23][CH:22]=3)[CH2:15][CH2:14]2)[C:5]2[CH:10]=[C:9]([CH2:11][CH3:12])[S:8][C:6]=2[N:7]=1.[SH:28][CH2:29][CH:30]([OH:33])[CH2:31][OH:32]. Product: [CH2:11]([C:9]1[S:8][C:6]2[N:7]=[C:2]([S:28][CH2:29][CH:30]([OH:33])[CH2:31][OH:32])[N:3]=[C:4]([N:13]3[CH2:18][CH2:17][N:16]([C:19](=[O:27])[CH2:20][C:21]4[CH:26]=[CH:25][CH:24]=[CH:23][CH:22]=4)[CH2:15][CH2:14]3)[C:5]=2[CH:10]=1)[CH3:12]. The catalyst class is: 3. (3) Reactant: [NH2:1][C:2]1[CH:7]=[CH:6][CH:5]=[CH:4][CH:3]=1.N1C(C)=CC=CC=1C.Br[CH2:17][CH2:18][O:19][CH2:20][C:21]1[CH:26]=[CH:25][CH:24]=[CH:23][CH:22]=1. Product: [CH2:20]([O:19][CH2:18][CH2:17][NH:1][C:2]1[CH:7]=[CH:6][CH:5]=[CH:4][CH:3]=1)[C:21]1[CH:26]=[CH:25][CH:24]=[CH:23][CH:22]=1. The catalyst class is: 39. (4) Reactant: [C:1]1(=O)[CH2:6][CH2:5][CH2:4][CH2:3][CH2:2]1.[C:8]1([CH:14]([C:16]2[CH:21]=[CH:20][CH:19]=[CH:18][CH:17]=2)[NH2:15])[CH:13]=[CH:12][CH:11]=[CH:10][CH:9]=1.[BH-](OC(C)=O)(OC(C)=O)OC(C)=O.[Na+].C([O-])(O)=O.[Na+]. Product: [CH:14]([NH:15][CH:1]1[CH2:6][CH2:5][CH2:4][CH2:3][CH2:2]1)([C:8]1[CH:9]=[CH:10][CH:11]=[CH:12][CH:13]=1)[C:16]1[CH:17]=[CH:18][CH:19]=[CH:20][CH:21]=1. The catalyst class is: 116. (5) Reactant: C(OP([CH2:9][C:10]([O:12][CH2:13][CH3:14])=[O:11])(OCC)=O)C.[H-].[Na+].C([O:20][C@H:21]1[CH2:38][CH2:37][C@@:36]2([CH3:39])[C@@H:23]([CH2:24][CH2:25][C@:26]3([CH3:49])[C@@H:35]2[CH2:34][CH2:33][C@H:32]2[C@@:27]3([CH3:48])[CH2:28][CH2:29][C@@:30]3([CH:46]=O)[CH2:42][CH2:41][C:40]([CH:43]([CH3:45])[CH3:44])=[C:31]32)[C:22]1([CH3:51])[CH3:50])(=O)C. Product: [OH:20][C@H:21]1[CH2:38][CH2:37][C@@:36]2([CH3:39])[C@@H:23]([CH2:24][CH2:25][C@:26]3([CH3:49])[C@@H:35]2[CH2:34][CH2:33][C@H:32]2[C@@:27]3([CH3:48])[CH2:28][CH2:29][C@@:30]3(/[CH:46]=[CH:9]/[C:10]([O:12][CH2:13][CH3:14])=[O:11])[CH2:42][CH2:41][C:40]([CH:43]([CH3:44])[CH3:45])=[C:31]32)[C:22]1([CH3:50])[CH3:51]. The catalyst class is: 348. (6) Reactant: [C:1]([C:3]1[CH:4]=[C:5]2[N:11]=[C:10]([C:12]([C:25]3[C:33]([O:34][CH3:35])=[CH:32][C:31]([CH3:36])=[C:30]4[C:26]=3[CH:27]=[CH:28][N:29]4C(OC(C)(C)C)=O)([N:14]([CH3:24])S(CC[Si](C)(C)C)(=O)=O)[CH3:13])[N:9](COCC[Si](C)(C)C)[C:6]2=[N:7][CH:8]=1)#[N:2].CCCC[N+](CCCC)(CCCC)CCCC.[F-].C1COCC1. Product: [CH3:35][O:34][C:33]1[C:25]([C:12]([C:10]2[NH:9][C:6]3=[N:7][CH:8]=[C:3]([C:1]#[N:2])[CH:4]=[C:5]3[N:11]=2)([NH:14][CH3:24])[CH3:13])=[C:26]2[C:30](=[C:31]([CH3:36])[CH:32]=1)[NH:29][CH:28]=[CH:27]2. The catalyst class is: 84. (7) Reactant: Br.[C:2]([S:5][CH2:6][C:7]1[CH:12]=[CH:11][C:10]([N+:13]([O-:15])=[O:14])=[CH:9][CH:8]=1)(=[NH:4])[NH2:3].[C:16]([O-])(=O)[CH3:17].[NH4+].C([N:23]=[C:24]=[O:25])C.O. Product: [CH2:16]([N:13]([CH2:10][CH3:11])[C:24]([NH2:23])=[O:25])[CH3:17].[N+:13]([C:10]1[CH:11]=[CH:12][C:7]([CH2:6][S:5][C:2](=[NH:3])[NH2:4])=[CH:8][CH:9]=1)([O-:15])=[O:14]. The catalyst class is: 3.